From a dataset of Full USPTO retrosynthesis dataset with 1.9M reactions from patents (1976-2016). Predict the reactants needed to synthesize the given product. (1) Given the product [F:1][C:2]1[CH:7]=[CH:6][C:5]([C:8]([F:10])([F:11])[F:9])=[CH:4][C:3]=1[O:12][CH:14]([C:38]1[CH:39]=[CH:40][CH:41]=[CH:42][CH:43]=1)[CH2:15][CH2:16][CH2:17][CH2:18][CH2:19][N:20]1[CH2:25][CH2:24][CH:23]([C:26]2[CH:27]=[C:28]([NH:32][C:33](=[O:37])[CH:34]([CH3:36])[CH3:35])[CH:29]=[CH:30][CH:31]=2)[CH2:22][CH2:21]1, predict the reactants needed to synthesize it. The reactants are: [F:1][C:2]1[CH:7]=[CH:6][C:5]([C:8]([F:11])([F:10])[F:9])=[CH:4][C:3]=1[OH:12].O[CH:14]([C:38]1[CH:43]=[CH:42][CH:41]=[CH:40][CH:39]=1)[CH2:15][CH2:16][CH2:17][CH2:18][CH2:19][N:20]1[CH2:25][CH2:24][CH:23]([C:26]2[CH:27]=[C:28]([NH:32][C:33](=[O:37])[CH:34]([CH3:36])[CH3:35])[CH:29]=[CH:30][CH:31]=2)[CH2:22][CH2:21]1. (2) Given the product [Cl:1][C:2]1[CH:3]=[C:4]([C:12]2[O:16][N:15]=[C:14]([C:17]3[CH:18]=[CH:19][CH:20]=[C:21]4[C:25]=3[N:24]([CH3:26])[CH:23]=[C:22]4[CH2:27][CH2:28][N:29]3[CH2:34][CH2:33][CH:32]([C:35]([OH:37])=[O:36])[CH2:31][CH2:30]3)[N:13]=2)[CH:5]=[CH:6][C:7]=1[O:8][CH:9]([CH3:10])[CH3:11], predict the reactants needed to synthesize it. The reactants are: [Cl:1][C:2]1[CH:3]=[C:4]([C:12]2[O:16][N:15]=[C:14]([C:17]3[CH:18]=[CH:19][CH:20]=[C:21]4[C:25]=3[N:24]([CH3:26])[CH:23]=[C:22]4[CH2:27][CH2:28][N:29]3[CH2:34][CH2:33][CH:32]([C:35]([O:37]CC)=[O:36])[CH2:31][CH2:30]3)[N:13]=2)[CH:5]=[CH:6][C:7]=1[O:8][CH:9]([CH3:11])[CH3:10].[OH-].[Na+].Cl. (3) Given the product [CH:21]1([CH2:20][CH2:19][C:18](=[O:27])[CH:17]([CH2:28][CH:29]2[CH2:30][CH2:31][CH2:32][CH2:33][CH2:34]2)[C:16]([N:6]([CH2:7][C:8]2[CH:13]=[CH:12][C:11]([O:14][CH3:15])=[CH:10][CH:9]=2)[CH:4]([CH3:5])[C:3]([OH:36])=[O:2])=[O:35])[CH2:22][CH2:23][CH2:24][CH2:25][CH2:26]1, predict the reactants needed to synthesize it. The reactants are: C[O:2][C:3](=[O:36])[CH:4]([N:6]([C:16](=[O:35])[CH:17]([CH2:28][CH:29]1[CH2:34][CH2:33][CH2:32][CH2:31][CH2:30]1)[C:18](=[O:27])[CH2:19][CH2:20][CH:21]1[CH2:26][CH2:25][CH2:24][CH2:23][CH2:22]1)[CH2:7][C:8]1[CH:13]=[CH:12][C:11]([O:14][CH3:15])=[CH:10][CH:9]=1)[CH3:5].[Li+].[OH-]. (4) Given the product [C:42]1(=[O:52])[N:46]([CH2:2][C:3]2[CH:12]=[CH:11][C:10]3[C:5](=[CH:6][CH:7]=[C:8]([CH2:13][CH2:14][CH2:15][N:16]([CH2:20][CH2:21][CH3:22])[CH2:17][CH2:18][CH3:19])[CH:9]=3)[CH:4]=2)[C:45](=[O:47])[C:44]2=[CH:48][CH:49]=[CH:50][CH:51]=[C:43]12, predict the reactants needed to synthesize it. The reactants are: O[CH2:2][C:3]1[CH:12]=[CH:11][C:10]2[C:5](=[CH:6][CH:7]=[C:8]([CH2:13][CH2:14][CH2:15][N:16]([CH2:20][CH2:21][CH3:22])[CH2:17][CH2:18][CH3:19])[CH:9]=2)[CH:4]=1.C1(P(C2C=CC=CC=2)C2C=CC=CC=2)C=CC=CC=1.[C:42]1(=[O:52])[NH:46][C:45](=[O:47])[C:44]2=[CH:48][CH:49]=[CH:50][CH:51]=[C:43]12.CCOC(/N=N/C(OCC)=O)=O.C1(C)C=CC=CC=1. (5) Given the product [CH:1]1([C@H:7]([NH:11][C:12]([C:14]2[CH:19]=[N:18][CH:17]=[CH:16][N:15]=2)=[O:13])[C:8]([NH:20][C@@H:21]([C:22]([CH3:25])([CH3:24])[CH3:23])[C:26]([O:28][CH3:29])=[O:27])=[O:10])[CH2:2][CH2:3][CH2:4][CH2:5][CH2:6]1, predict the reactants needed to synthesize it. The reactants are: [CH:1]1([C@H:7]([NH:11][C:12]([C:14]2[CH:19]=[N:18][CH:17]=[CH:16][N:15]=2)=[O:13])[C:8]([OH:10])=O)[CH2:6][CH2:5][CH2:4][CH2:3][CH2:2]1.[NH2:20][C@H:21]([C:26]([O:28][CH3:29])=[O:27])[C:22]([CH3:25])([CH3:24])[CH3:23].Cl.C(N=C=NCCCN(C)C)C.ON1C2N=CC=CC=2N=N1.